This data is from Full USPTO retrosynthesis dataset with 1.9M reactions from patents (1976-2016). The task is: Predict the reactants needed to synthesize the given product. (1) Given the product [Br:26][C:18]1[C:10]([CH2:9][O:8][Si:1]([C:4]([CH3:7])([CH3:6])[CH3:5])([CH3:3])[CH3:2])=[C:11]2[C:15](=[CH:16][CH:17]=1)[N:14]([C:19]([O:21][C:22]([CH3:25])([CH3:24])[CH3:23])=[O:20])[CH2:13][CH2:12]2, predict the reactants needed to synthesize it. The reactants are: [Si:1]([O:8][CH2:9][C:10]1[CH:18]=[CH:17][CH:16]=[C:15]2[C:11]=1[CH2:12][CH2:13][N:14]2[C:19]([O:21][C:22]([CH3:25])([CH3:24])[CH3:23])=[O:20])([C:4]([CH3:7])([CH3:6])[CH3:5])([CH3:3])[CH3:2].[Br:26]N1C(=O)CCC1=O. (2) Given the product [Cl:20][C:12]1[C:11]([C:9]2[S:8][C:7]3[C:2]([NH:42][C:43]4[CH:48]=[C:47]([CH2:24][OH:25])[N:46]=[CH:51][N:45]=4)=[N:3][CH:4]=[CH:5][C:6]=3[N:10]=2)=[C:16]([CH:15]=[CH:14][CH:13]=1)[C:57]#[N:54], predict the reactants needed to synthesize it. The reactants are: Cl[C:2]1[C:7]2[S:8][C:9]([C:11]3[C:16]([N+]([O-])=O)=[CH:15][CH:14]=[CH:13][C:12]=3[Cl:20])=[N:10][C:6]=2[CH:5]=[CH:4][N:3]=1.ClC1C=CC=C([N+]([O-])=O)C=1[C:24](NC1C=CN=C(Cl)C=1F)=[O:25].[NH2:42][C:43]([NH2:45])=S.[N:46]1[CH:51]=CC=[CH:48][CH:47]=1.CC[N:54]([CH2:57]C)CC. (3) Given the product [OH:46][CH2:45][CH2:44][NH:43][C:4]1[N:5]([CH2:38][C:39]([F:42])([F:40])[F:41])[C:6](=[O:37])[C:7]2[C:12]([C:13]3[CH:14]=[CH:15][CH:16]=[CH:17][CH:18]=3)=[C:11]([C:19]3[CH:24]=[CH:23][C:22]([C:25]4([NH:29][C:30](=[O:36])[O:31][C:32]([CH3:35])([CH3:33])[CH3:34])[CH2:28][CH2:27][CH2:26]4)=[CH:21][CH:20]=3)[O:10][C:8]=2[N:9]=1, predict the reactants needed to synthesize it. The reactants are: CS([C:4]1[N:5]([CH2:38][C:39]([F:42])([F:41])[F:40])[C:6](=[O:37])[C:7]2[C:12]([C:13]3[CH:18]=[CH:17][CH:16]=[CH:15][CH:14]=3)=[C:11]([C:19]3[CH:24]=[CH:23][C:22]([C:25]4([NH:29][C:30](=[O:36])[O:31][C:32]([CH3:35])([CH3:34])[CH3:33])[CH2:28][CH2:27][CH2:26]4)=[CH:21][CH:20]=3)[O:10][C:8]=2[N:9]=1)=O.[NH2:43][CH2:44][CH2:45][OH:46]. (4) Given the product [CH3:42][N:41]([CH3:43])[S:38]([C:35]1[CH:36]=[CH:37][C:32]([CH2:30][N:3]([CH2:4][C:5]2[CH:10]=[CH:9][C:8]([CH2:11][N:12]3[CH2:13][CH2:14][N:15]([C:18]4[C:23]([C:24]([O:26][CH:27]([CH3:28])[CH3:29])=[O:25])=[CH:22][CH:21]=[CH:20][N:19]=4)[CH2:16][CH2:17]3)=[CH:7][CH:6]=2)[CH2:1][CH3:2])=[CH:33][CH:34]=1)(=[O:40])=[O:39], predict the reactants needed to synthesize it. The reactants are: [CH2:1]([NH:3][CH2:4][C:5]1[CH:10]=[CH:9][C:8]([CH2:11][N:12]2[CH2:17][CH2:16][N:15]([C:18]3[C:23]([C:24]([O:26][CH:27]([CH3:29])[CH3:28])=[O:25])=[CH:22][CH:21]=[CH:20][N:19]=3)[CH2:14][CH2:13]2)=[CH:7][CH:6]=1)[CH3:2].[CH:30]([C:32]1[CH:37]=[CH:36][C:35]([S:38]([N:41]([CH3:43])[CH3:42])(=[O:40])=[O:39])=[CH:34][CH:33]=1)=O.C(O)(=O)C.C([BH3-])#N.[Na+]. (5) Given the product [CH:1]1([N:8]2[CH2:9][CH:10]([NH:12][C:13](=[O:30])[CH2:14][NH:15][C:16]3[C:25]4[C:20](=[CH:21][CH:22]=[C:23]([C:26]([F:27])([F:29])[F:28])[CH:24]=4)[N:19]=[CH:18][N:17]=3)[CH2:11]2)[CH2:6][CH2:5][CH2:4][CH2:3][CH2:2]1, predict the reactants needed to synthesize it. The reactants are: [C:1]1(=O)[CH2:6][CH2:5][CH2:4][CH2:3][CH2:2]1.[NH:8]1[CH2:11][CH:10]([NH:12][C:13](=[O:30])[CH2:14][NH:15][C:16]2[C:25]3[C:20](=[CH:21][CH:22]=[C:23]([C:26]([F:29])([F:28])[F:27])[CH:24]=3)[N:19]=[CH:18][N:17]=2)[CH2:9]1.[BH-](OC(C)=O)(OC(C)=O)OC(C)=O.[Na+]. (6) Given the product [N:13]1([CH2:19][C:20]2[CH:34]=[CH:33][C:23]3[NH:24][C:25]([C:27]4[C:31]([NH:32][C:10]([C:3]5[O:2][N:1]=[C:5]6[CH:6]=[CH:7][CH:8]=[CH:9][C:4]=56)=[O:12])=[CH:30][NH:29][N:28]=4)=[N:26][C:22]=3[CH:21]=2)[CH2:18][CH2:17][O:16][CH2:15][CH2:14]1, predict the reactants needed to synthesize it. The reactants are: [N:1]1[O:2][C:3]([C:10]([OH:12])=O)=[C:4]2[CH:9]=[CH:8][CH:7]=[CH:6][C:5]=12.[N:13]1([CH2:19][C:20]2[CH:34]=[CH:33][C:23]3[NH:24][C:25]([C:27]4[C:31]([NH2:32])=[CH:30][NH:29][N:28]=4)=[N:26][C:22]=3[CH:21]=2)[CH2:18][CH2:17][O:16][CH2:15][CH2:14]1.C(Cl)CCl.C1C=CC2N(O)N=NC=2C=1.